Dataset: Orexin1 receptor HTS with 218,158 compounds and 233 confirmed actives. Task: Binary Classification. Given a drug SMILES string, predict its activity (active/inactive) in a high-throughput screening assay against a specified biological target. (1) The drug is Clc1ccc(S(=O)(=O)N(CC(=O)N2CCN(CC2)C(OCC)=O)C)cc1. The result is 0 (inactive). (2) The compound is Clc1c(C(=O)N2CCC(CC2)C(=O)NC2CCCC2)cccc1. The result is 0 (inactive). (3) The molecule is S(CC(=O)N1CCc2c1cccc2)c1n(c2c(CC)cccc2CC)c(O)cc(=O)n1. The result is 0 (inactive). (4) The molecule is N1(C(CCCCN)CN=C1N)CCCC. The result is 0 (inactive). (5) The compound is S(=O)(=O)(N1CCCCC1)c1ccc(cc1)C(=O)Nc1cc(S(=O)(=O)N(C)C)ccc1. The result is 0 (inactive). (6) The compound is S=C(Nc1cc2nc(c(nc2cc1)c1ncccc1)c1ncccc1)NN(C)C. The result is 0 (inactive). (7) The compound is Clc1c(cc(NC(=O)CN2CCN(CC2)C(=O)c2occc2)cc1)C(F)(F)F. The result is 0 (inactive). (8) The molecule is S=C(N1C(CCCC1)c1cccnc1)Nc1c(CC)cccc1C. The result is 0 (inactive). (9) The drug is S(c1n(c(nn1)c1ccncc1)C)CC(=O)NNC(=O)c1ccc(cc1)C. The result is 0 (inactive). (10) The result is 0 (inactive). The compound is S(c1n(c2c(n(c(=O)n(c2=O)C)C)n1)C)CC(=O)Nc1c(OC)ccc(OC)c1.